This data is from Full USPTO retrosynthesis dataset with 1.9M reactions from patents (1976-2016). The task is: Predict the reactants needed to synthesize the given product. (1) Given the product [Br:1][C:2]1[CH:3]=[C:4]([C:8]2([CH:15]([F:17])[F:16])[NH:13][C:12](=[S:19])[CH2:11][O:10][CH2:9]2)[CH:5]=[CH:6][CH:7]=1, predict the reactants needed to synthesize it. The reactants are: [Br:1][C:2]1[CH:3]=[C:4]([C:8]2([CH:15]([F:17])[F:16])[NH:13][C:12](=O)[CH2:11][O:10][CH2:9]2)[CH:5]=[CH:6][CH:7]=1.P12(SP3(SP(SP(S3)(S1)=S)(=S)S2)=S)=[S:19].C(OCC)(=O)C.Cl. (2) Given the product [CH3:3][O:5][C:6]([CH:9]1[CH2:14][CH2:13][N:12]([C:15]([O:17][CH2:18][C:19]2[CH:24]=[CH:23][CH:22]=[CH:21][CH:20]=2)=[O:16])[CH2:11][CH2:10]1)([CH3:8])[CH3:7], predict the reactants needed to synthesize it. The reactants are: [H-].[Na+].[CH3:3]I.[OH:5][C:6]([CH:9]1[CH2:14][CH2:13][N:12]([C:15]([O:17][CH2:18][C:19]2[CH:24]=[CH:23][CH:22]=[CH:21][CH:20]=2)=[O:16])[CH2:11][CH2:10]1)([CH3:8])[CH3:7]. (3) The reactants are: Cl[C:2]1[C:11]2[C:6](=[CH:7][C:8]([O:14][CH3:15])=[C:9]([O:12][CH3:13])[CH:10]=2)[N:5]=[CH:4][CH:3]=1.[F:16][C:17]1[CH:22]=[C:21]([C:23]2[CH:24]=[N:25][C:26]([NH:29][C:30]3[CH:35]=[CH:34][CH:33]=[CH:32][CH:31]=3)=[N:27][CH:28]=2)[CH:20]=[CH:19][C:18]=1[OH:36]. Given the product [CH3:13][O:12][C:9]1[CH:10]=[C:11]2[C:6](=[CH:7][C:8]=1[O:14][CH3:15])[N:5]=[CH:4][CH:3]=[C:2]2[O:36][C:18]1[CH:19]=[CH:20][C:21]([C:23]2[CH:24]=[N:25][C:26]([NH:29][C:30]3[CH:35]=[CH:34][CH:33]=[CH:32][CH:31]=3)=[N:27][CH:28]=2)=[CH:22][C:17]=1[F:16], predict the reactants needed to synthesize it. (4) Given the product [CH2:10]([O:17][C@@H:18]1[C@@H:23]([O:24][CH2:25][C:26]2[CH:31]=[CH:30][CH:29]=[CH:28][CH:27]=2)[C@H:22]([O:32][CH2:33][C:34]2[CH:39]=[CH:38][CH:37]=[CH:36][CH:35]=2)[C@@H:21]([CH2:40][O:41][CH2:42][C:43]2[CH:44]=[CH:45][CH:46]=[CH:47][CH:48]=2)[O:20][C@H:19]1[C:49]1[CH:50]=[C:51]([CH2:55][CH2:56][C:66]2[CH:75]=[C:74]3[C:68](=[CH:69][CH:70]=[CH:71][CH:72]=[CH:73]3)[C:67]=2[C:76]([O:78][CH3:79])=[O:77])[CH:52]=[CH:53][CH:54]=1)[C:11]1[CH:16]=[CH:15][CH:14]=[CH:13][CH:12]=1, predict the reactants needed to synthesize it. The reactants are: C12BC(CCC1)CCC2.[CH2:10]([O:17][C@@H:18]1[C@@H:23]([O:24][CH2:25][C:26]2[CH:31]=[CH:30][CH:29]=[CH:28][CH:27]=2)[C@H:22]([O:32][CH2:33][C:34]2[CH:39]=[CH:38][CH:37]=[CH:36][CH:35]=2)[C@@H:21]([CH2:40][O:41][CH2:42][C:43]2[CH:48]=[CH:47][CH:46]=[CH:45][CH:44]=2)[O:20][C@H:19]1[C:49]1[CH:54]=[CH:53][CH:52]=[C:51]([CH:55]=[CH2:56])[CH:50]=1)[C:11]1[CH:16]=[CH:15][CH:14]=[CH:13][CH:12]=1.P([O-])([O-])([O-])=O.[K+].[K+].[K+].Cl[C:66]1[CH:75]=[C:74]2[C:68](=[CH:69][CH:70]=[CH:71][CH:72]=[CH:73]2)[C:67]=1[C:76]([O:78][CH3:79])=[O:77].